Dataset: Forward reaction prediction with 1.9M reactions from USPTO patents (1976-2016). Task: Predict the product of the given reaction. (1) Given the reactants C[O:2][C:3](=O)[C@@H:4]([N:18]1[CH2:23][CH2:22][N:21]([C:24](=[O:38])[NH:25][C:26]2[CH:31]=[CH:30][C:29]([O:32][C:33]([F:36])([F:35])[F:34])=[C:28]([Cl:37])[CH:27]=2)[C@@H:20]([CH3:39])[C:19]1=[O:40])[CH2:5][CH2:6][C:7]([N:9]1[CH2:16][CH2:15][C:12]2([CH2:14][CH2:13]2)[C@H:11]([OH:17])[CH2:10]1)=[O:8].[Li+].[BH4-].CO.CC(C)=O, predict the reaction product. The product is: [Cl:37][C:28]1[CH:27]=[C:26]([NH:25][C:24]([N:21]2[CH2:22][CH2:23][N:18]([C@H:4]([CH2:3][OH:2])[CH2:5][CH2:6][C:7]([N:9]3[CH2:16][CH2:15][C:12]4([CH2:13][CH2:14]4)[C@H:11]([OH:17])[CH2:10]3)=[O:8])[C:19](=[O:40])[C@@H:20]2[CH3:39])=[O:38])[CH:31]=[CH:30][C:29]=1[O:32][C:33]([F:35])([F:36])[F:34]. (2) Given the reactants [C:1]([C:4]1[CH:21]=[CH:20][C:7]2[CH2:8][CH2:9][N:10]([C:13]([O:15][C:16]([CH3:19])([CH3:18])[CH3:17])=[O:14])[CH2:11][CH2:12][C:6]=2[CH:5]=1)(=[O:3])C.[OH-:22].[Na+].BrBr, predict the reaction product. The product is: [C:16]([O:15][C:13]([N:10]1[CH2:11][CH2:12][C:6]2[CH:5]=[C:4]([C:1]([OH:22])=[O:3])[CH:21]=[CH:20][C:7]=2[CH2:8][CH2:9]1)=[O:14])([CH3:17])([CH3:18])[CH3:19]. (3) Given the reactants [F:1][CH:2]([F:27])[N:3]1[CH:12]=[CH:11][C:10]2[C:5](=[CH:6][CH:7]=[C:8]([C:13]3[N:14]=[N:15][N:16]([C:19]4[C:20]([F:25])=[N:21][CH:22]=[CH:23][CH:24]=4)[C:17]=3[CH3:18])[CH:9]=2)[C:4]1=[O:26].[H][H], predict the reaction product. The product is: [F:27][CH:2]([F:1])[N:3]1[CH2:12][CH2:11][C:10]2[C:5](=[CH:6][CH:7]=[C:8]([C:13]3[N:14]=[N:15][N:16]([C:19]4[C:20]([F:25])=[N:21][CH:22]=[CH:23][CH:24]=4)[C:17]=3[CH3:18])[CH:9]=2)[C:4]1=[O:26]. (4) Given the reactants [C:1]([O:5][C:6](=[O:22])[C:7]1[CH:12]=[CH:11][C:10](/[CH:13]=[CH:14]/[CH:15]=[CH:16]/[C:17]([O:19][CH3:20])=[O:18])=[C:9]([CH3:21])[CH:8]=1)([CH3:4])([CH3:3])[CH3:2], predict the reaction product. The product is: [C:1]([O:5][C:6](=[O:22])[C:7]1[CH:12]=[CH:11][C:10]([CH2:13][CH2:14][CH2:15][CH2:16][C:17]([O:19][CH3:20])=[O:18])=[C:9]([CH3:21])[CH:8]=1)([CH3:3])([CH3:4])[CH3:2]. (5) Given the reactants [N:1]1([C:6]2C=C(C=C(C(F)(F)F)[CH:12]=2)N)[CH:5]=[CH:4][N:3]=C1.[NH2:17][C:18]1[CH:19]=[C:20](C(F)(F)F)C=C(Br)[CH:23]=1.OC1C=CC=C2C=1N=CC=C2.N1C=CN=C1.C(=O)([O-])[O-].[K+].[K+].[OH-].[NH4+], predict the reaction product. The product is: [C:19]([C:18]1[N:17]2[CH:12]=[CH:6][N:1]=[CH:5][C:4]2=[N:3][CH:23]=1)#[CH:20]. (6) Given the reactants [Cl:1][C:2]1[CH:3]=[C:4]([C:9]2([C:15]([OH:17])=O)[CH2:14][CH2:13][CH2:12][CH2:11][CH2:10]2)[CH:5]=[CH:6][C:7]=1[Cl:8].[CH3:18][NH:19][CH3:20], predict the reaction product. The product is: [Cl:1][C:2]1[CH:3]=[C:4]([C:9]2([C:15]([N:19]([CH3:20])[CH3:18])=[O:17])[CH2:14][CH2:13][CH2:12][CH2:11][CH2:10]2)[CH:5]=[CH:6][C:7]=1[Cl:8].